Regression. Given a peptide amino acid sequence and an MHC pseudo amino acid sequence, predict their binding affinity value. This is MHC class II binding data. From a dataset of Peptide-MHC class II binding affinity with 134,281 pairs from IEDB. (1) The peptide sequence is KQQGIRYANPIAFFR. The MHC is DRB1_0405 with pseudo-sequence DRB1_0405. The binding affinity (normalized) is 0.405. (2) The peptide sequence is YANYRDIDLGRNEVV. The MHC is DRB3_0202 with pseudo-sequence DRB3_0202. The binding affinity (normalized) is 0.106. (3) The peptide sequence is IPAKKIIDWKGAN. The MHC is DRB5_0101 with pseudo-sequence DRB5_0101. The binding affinity (normalized) is 0. (4) The peptide sequence is KFDSQLAHRHMARELH. The MHC is DRB3_0101 with pseudo-sequence DRB3_0101. The binding affinity (normalized) is 0.204. (5) The peptide sequence is ALIFEIKFKYKYLRD. The MHC is DRB1_1302 with pseudo-sequence DRB1_1302. The binding affinity (normalized) is 0.402. (6) The MHC is DRB1_1101 with pseudo-sequence DRB1_1101. The peptide sequence is VPPLRVWRHRARSVRAKLLSQGGRA. The binding affinity (normalized) is 0.